Dataset: Catalyst prediction with 721,799 reactions and 888 catalyst types from USPTO. Task: Predict which catalyst facilitates the given reaction. (1) Reactant: [NH:1]([C:8]1[CH:13]=[C:12]([NH:14][C:15](=[O:19])[NH:16][CH2:17][CH3:18])[N:11]=[CH:10][C:9]=1[C:20]([OH:22])=O)[C:2]1[CH:7]=[CH:6][CH:5]=[CH:4][CH:3]=1.C([N:26](CC)C(C)C)(C)C.F[P-](F)(F)(F)(F)F.N1(OC(=[N+](C)C)N(C)C)C2C=CC=CC=2N=N1.N. Product: [CH2:17]([NH:16][C:15](=[O:19])[NH:14][C:12]1[CH:13]=[C:8]([NH:1][C:2]2[CH:7]=[CH:6][CH:5]=[CH:4][CH:3]=2)[C:9]([C:20]([NH2:26])=[O:22])=[CH:10][N:11]=1)[CH3:18]. The catalyst class is: 655. (2) Reactant: [CH2:1]([NH:3][C:4]1[C:12]2[S:11][C:10]([NH2:13])=[N:9][C:8]=2[C:7]([O:14][CH3:15])=[CH:6][CH:5]=1)[CH3:2].C(=O)([O-])[O-].[K+].[K+].I[CH2:23][C:24]([N:26]([CH3:28])[CH3:27])=[O:25].[F:29][C:30]1[CH:38]=[CH:37][C:33]([C:34](O)=[O:35])=[CH:32][CH:31]=1.CN(C(ON1N=NC2C=CC=NC1=2)=[N+](C)C)C.F[P-](F)(F)(F)(F)F.C(N(C(C)C)C(C)C)C. Product: [CH3:27][N:26]([CH3:28])[C:24]([CH2:23][N:3]([CH2:1][CH3:2])[C:4]1[C:12]2[S:11][C:10]([NH:13][C:34](=[O:35])[C:33]3[CH:37]=[CH:38][C:30]([F:29])=[CH:31][CH:32]=3)=[N:9][C:8]=2[C:7]([O:14][CH3:15])=[CH:6][CH:5]=1)=[O:25]. The catalyst class is: 198. (3) Reactant: [CH3:1][N:2]([CH:4]=[C:5]([C:10]([O:12][CH3:13])=[O:11])[C:6]([O:8][CH3:9])=[O:7])C.[Br:14][C:15]1[CH:20]=C[N:18]=[C:17](N)[CH:16]=1. Product: [Br:14][C:15]1[CH:16]=[CH:17][N:18]=[C:1]([NH:2][CH:4]=[C:5]([C:10]([O:12][CH3:13])=[O:11])[C:6]([O:8][CH3:9])=[O:7])[CH:20]=1. The catalyst class is: 313. (4) Reactant: [CH3:1][O:2][C:3]1[C:31]([O:32][CH3:33])=[CH:30][C:6]2[N:7]([C:10]3[S:14][C:13]([C:15]([NH2:17])=O)=[C:12]([O:18][CH2:19][C:20]4[CH:25]=[CH:24][CH:23]=[CH:22][C:21]=4[S:26]([CH3:29])(=[O:28])=[O:27])[CH:11]=3)[CH:8]=[N:9][C:5]=2[CH:4]=1. Product: [CH3:1][O:2][C:3]1[C:31]([O:32][CH3:33])=[CH:30][C:6]2[N:7]([C:10]3[S:14][C:13]([C:15]#[N:17])=[C:12]([O:18][CH2:19][C:20]4[CH:25]=[CH:24][CH:23]=[CH:22][C:21]=4[S:26]([CH3:29])(=[O:27])=[O:28])[CH:11]=3)[CH:8]=[N:9][C:5]=2[CH:4]=1. The catalyst class is: 376.